From a dataset of Forward reaction prediction with 1.9M reactions from USPTO patents (1976-2016). Predict the product of the given reaction. (1) Given the reactants [Cl:1][C:2]1[CH:3]=[C:4]([C:7](=[N:9][OH:10])[NH2:8])[NH:5][CH:6]=1.[F:11][C:12]1[CH:13]=[CH:14][C:15]2[C:21](=[O:22])[N:20]3[CH2:23][C@H:24]([C:27](Cl)=O)[CH2:25][CH2:26][C@H:19]3[CH2:18][CH2:17][C:16]=2[N:30]=1, predict the reaction product. The product is: [Cl:1][C:2]1[CH:3]=[C:4]([C:7]2[N:8]=[C:27]([C@@H:24]3[CH2:23][N:20]4[C:21](=[O:22])[C:15]5[CH:14]=[CH:13][C:12]([F:11])=[N:30][C:16]=5[CH2:17][CH2:18][C@@H:19]4[CH2:26][CH2:25]3)[O:10][N:9]=2)[NH:5][CH:6]=1. (2) The product is: [CH3:6][N:7]1[C:12](=[O:13])[C:11]2[CH:14]=[C:15]([N+:17]([O-:19])=[O:18])[S:16][C:10]=2[N:9]=[N:8]1. Given the reactants S(=O)(=O)(O)O.[CH3:6][N:7]1[C:12](=[O:13])[C:11]2[CH:14]=[CH:15][S:16][C:10]=2[N:9]=[N:8]1.[N+:17]([O-])([OH:19])=[O:18], predict the reaction product. (3) Given the reactants [O:1]1[C:5]2[CH:6]=[CH:7][CH:8]=[CH:9][C:4]=2[N:3]=[C:2]1[C:10]1[C:11](=[O:21])[O:12][C:13]2[C:18]([CH:19]=1)=[CH:17][CH:16]=[C:15]([OH:20])[CH:14]=2.O[CH:23]1[CH2:28][CH2:27][N:26]([C:29]([O:31][C:32]([CH3:35])([CH3:34])[CH3:33])=[O:30])[CH2:25][CH2:24]1.N(C(OC(C)C)=O)=NC(OC(C)C)=O.C1(P(C2C=CC=CC=2)C2C=CC=CC=2)C=CC=CC=1.C(N(CC)CC)C, predict the reaction product. The product is: [O:1]1[C:5]2[CH:6]=[CH:7][CH:8]=[CH:9][C:4]=2[N:3]=[C:2]1[C:10]1[C:11](=[O:21])[O:12][C:13]2[C:18]([CH:19]=1)=[CH:17][CH:16]=[C:15]([O:20][CH:23]1[CH2:28][CH2:27][N:26]([C:29]([O:31][C:32]([CH3:35])([CH3:34])[CH3:33])=[O:30])[CH2:25][CH2:24]1)[CH:14]=2. (4) Given the reactants CC(C)([O-])C.[K+].[CH3:7][CH:8]([O:12][CH2:13][C:14]([O:16]C)=O)[C:9](=[O:11])[CH3:10].Cl, predict the reaction product. The product is: [CH3:7][CH:8]1[C:9](=[O:11])[CH2:10][C:14](=[O:16])[CH2:13][O:12]1. (5) Given the reactants [CH2:1]([O:3][C:4](=[O:13])[C:5]1[CH:10]=[C:9]([CH3:11])[N:8]=[C:7](Cl)[CH:6]=1)[CH3:2].[CH:14]1[CH:19]=CC(P(C2C=CC=CC=2)C2C=CC=CC=2)=C[CH:15]=1.[C:33]([O-])([O-])=O.[K+].[K+].N#N, predict the reaction product. The product is: [CH2:1]([O:3][C:4](=[O:13])[C:5]1[CH:10]=[C:9]([CH:11]=[C:14]([CH3:19])[CH3:15])[N:8]=[C:7]([CH3:33])[CH:6]=1)[CH3:2]. (6) Given the reactants [Cl:1][C:2]1[CH:10]=[CH:9][CH:8]=[C:7]([Cl:11])[C:3]=1[C:4]([OH:6])=O.[CH:12]1([CH2:15][CH:16]([C:19]2[CH:20]=[N:21][C:22]([C:25]([F:28])([F:27])[F:26])=[CH:23][CH:24]=2)[CH2:17][NH2:18])[CH2:14][CH2:13]1, predict the reaction product. The product is: [Cl:11][C:7]1[CH:8]=[CH:9][CH:10]=[C:2]([Cl:1])[C:3]=1[C:4]([NH:18][CH2:17][CH:16]([C:19]1[CH:20]=[N:21][C:22]([C:25]([F:28])([F:26])[F:27])=[CH:23][CH:24]=1)[CH2:15][CH:12]1[CH2:13][CH2:14]1)=[O:6].